This data is from Forward reaction prediction with 1.9M reactions from USPTO patents (1976-2016). The task is: Predict the product of the given reaction. (1) Given the reactants CC1(C)[O:6][CH:5]([CH2:7][N:8]([C:25]2[CH:30]=[CH:29][C:28]([NH:31][C:32]([NH:34][C:35]3[CH:40]=[CH:39][CH:38]=[CH:37][CH:36]=3)=[O:33])=[CH:27][CH:26]=2)[S:9]([C:12]2[CH:13]=[C:14]([C:18]3[CH:23]=[CH:22][C:21]([F:24])=[CH:20][CH:19]=3)[CH:15]=[CH:16][CH:17]=2)(=[O:11])=[O:10])[CH2:4][O:3]1.Cl, predict the reaction product. The product is: [OH:6][CH:5]([CH2:4][OH:3])[CH2:7][N:8]([C:25]1[CH:30]=[CH:29][C:28]([NH:31][C:32]([NH:34][C:35]2[CH:40]=[CH:39][CH:38]=[CH:37][CH:36]=2)=[O:33])=[CH:27][CH:26]=1)[S:9]([C:12]1[CH:13]=[C:14]([C:18]2[CH:19]=[CH:20][C:21]([F:24])=[CH:22][CH:23]=2)[CH:15]=[CH:16][CH:17]=1)(=[O:11])=[O:10]. (2) Given the reactants O[Li].O.C[O:5][C:6]([C:8]1[CH:9]=[CH:10][C:11]2[NH:12][C:13]3[C:18]([C:19]=2[CH:20]=1)=[CH:17][CH:16]=[CH:15][CH:14]=3)=[O:7].CO.C1COCC1, predict the reaction product. The product is: [CH:10]1[C:11]2[NH:12][C:13]3[C:18](=[CH:17][CH:16]=[CH:15][CH:14]=3)[C:19]=2[CH:20]=[C:8]([C:6]([OH:7])=[O:5])[CH:9]=1. (3) Given the reactants [CH2:1]([O:8][CH2:9][CH2:10][CH2:11][C:12]1[O:16][N:15]=[C:14]([C:17]([O:19]CC)=[O:18])[CH:13]=1)[C:2]1[CH:7]=[CH:6][CH:5]=[CH:4][CH:3]=1.C(O)C.[OH-].[K+], predict the reaction product. The product is: [CH2:1]([O:8][CH2:9][CH2:10][CH2:11][C:12]1[O:16][N:15]=[C:14]([C:17]([OH:19])=[O:18])[CH:13]=1)[C:2]1[CH:7]=[CH:6][CH:5]=[CH:4][CH:3]=1. (4) Given the reactants [CH2:1]([O:3][C:4]([N:6]1[CH2:11][CH2:10][N:9]([C:12]([CH:14]([NH:24][C:25]([C:27]2[CH:36]=[C:35]([C:37]([O:39]C)=[O:38])[C:34]3[C:29](=[CH:30][CH:31]=[CH:32][CH:33]=3)[N:28]=2)=[O:26])[CH2:15][CH2:16][C:17]([O:19][C:20]([CH3:23])([CH3:22])[CH3:21])=[O:18])=[O:13])[CH2:8][CH2:7]1)=[O:5])[CH3:2].[Li+].[OH-].Cl, predict the reaction product. The product is: [CH2:1]([O:3][C:4]([N:6]1[CH2:7][CH2:8][N:9]([C:12]([CH:14]([NH:24][C:25]([C:27]2[CH:36]=[C:35]([C:37]([OH:39])=[O:38])[C:34]3[C:29](=[CH:30][CH:31]=[CH:32][CH:33]=3)[N:28]=2)=[O:26])[CH2:15][CH2:16][C:17]([O:19][C:20]([CH3:23])([CH3:22])[CH3:21])=[O:18])=[O:13])[CH2:10][CH2:11]1)=[O:5])[CH3:2]. (5) The product is: [NH2:8][CH2:9][CH2:10][CH2:11][N:12]1[C:21]2[CH:20]=[C:19]3[CH:22]=[CH:23][CH:24]=[CH:25][C:18]3=[CH:17][C:16]=2[C:15]2=[N:26][NH:27][C:28]([CH3:29])=[C:14]2[C:13]1=[O:37]. Given the reactants C(OC([NH:8][CH2:9][CH2:10][CH2:11][N:12]1[C:21]2[CH:20]=[C:19]3[CH:22]=[CH:23][CH:24]=[CH:25][C:18]3=[CH:17][C:16]=2[C:15]2=[N:26][N:27](C(OC(C)(C)C)=O)[C:28]([CH3:29])=[C:14]2[C:13]1=[O:37])=O)(C)(C)C.FC(F)(F)C(O)=O, predict the reaction product. (6) Given the reactants Cl[CH:2](Cl)[C:3](=O)[CH3:4].[CH:7]1([CH:13]=O)[CH2:12][CH2:11][CH2:10][CH2:9][CH2:8]1.CC([O-])(C)C.[K+].[C:21]([CH2:23][C:24]([NH2:26])=[O:25])#[N:22], predict the reaction product. The product is: [CH:7]1([C:13]2[CH:2]=[C:3]([CH3:4])[NH:26][C:24](=[O:25])[C:23]=2[C:21]#[N:22])[CH2:8][CH2:9][CH2:10][CH2:11][CH2:12]1.